This data is from Catalyst prediction with 721,799 reactions and 888 catalyst types from USPTO. The task is: Predict which catalyst facilitates the given reaction. The catalyst class is: 621. Product: [F:37][C:35]([F:36])([F:38])[C:33]1[CH:32]=[C:5]([CH:4]=[C:3]([C:2]([F:40])([F:39])[F:1])[CH:34]=1)[CH2:6][O:7][CH2:8][C:9]1([CH2:19][CH2:20][NH2:21])[C:18]2[C:13](=[CH:14][CH:15]=[CH:16][CH:17]=2)[CH2:12][CH2:11][O:10]1. Reactant: [F:1][C:2]([F:40])([F:39])[C:3]1[CH:4]=[C:5]([CH:32]=[C:33]([C:35]([F:38])([F:37])[F:36])[CH:34]=1)[CH2:6][O:7][CH2:8][C:9]1([CH2:19][CH2:20][N:21]2C(=O)C3C(=CC=CC=3)C2=O)[C:18]2[C:13](=[CH:14][CH:15]=[CH:16][CH:17]=2)[CH2:12][CH2:11][O:10]1.NN.